From a dataset of Peptide-MHC class II binding affinity with 134,281 pairs from IEDB. Regression. Given a peptide amino acid sequence and an MHC pseudo amino acid sequence, predict their binding affinity value. This is MHC class II binding data. (1) The peptide sequence is EPFPKRVWEQIFSTW. The MHC is DRB1_0101 with pseudo-sequence DRB1_0101. The binding affinity (normalized) is 0.465. (2) The peptide sequence is LRAVESYLLA. The MHC is DRB1_0101 with pseudo-sequence DRB1_0101. The binding affinity (normalized) is 0.756. (3) The peptide sequence is LELNMETLNMTMPLS. The MHC is DRB1_0101 with pseudo-sequence DRB1_0101. The binding affinity (normalized) is 0.654. (4) The peptide sequence is LECFVRSTPASFEKK. The MHC is DRB1_0404 with pseudo-sequence DRB1_0404. The binding affinity (normalized) is 0.665. (5) The peptide sequence is AAEILRPTKRFPPALPIWAR. The MHC is DRB4_0101 with pseudo-sequence DRB4_0103. The binding affinity (normalized) is 0.362. (6) The peptide sequence is GVIMMFLSLGVGA. The MHC is DRB5_0101 with pseudo-sequence DRB5_0101. The binding affinity (normalized) is 0.150. (7) The peptide sequence is FSTGLIIQGLKLMNS. The MHC is DRB5_0101 with pseudo-sequence DRB5_0101. The binding affinity (normalized) is 0.657. (8) The peptide sequence is QGVYMGNLSQSQLAK. The MHC is DRB1_0901 with pseudo-sequence DRB1_0901. The binding affinity (normalized) is 0.172. (9) The peptide sequence is TDDNEEPIAPYHFDL. The MHC is DRB4_0101 with pseudo-sequence DRB4_0103. The binding affinity (normalized) is 0.513. (10) The peptide sequence is RRAIDLPTHENHGLK. The MHC is DRB1_0801 with pseudo-sequence DRB1_0801. The binding affinity (normalized) is 0.